Dataset: Full USPTO retrosynthesis dataset with 1.9M reactions from patents (1976-2016). Task: Predict the reactants needed to synthesize the given product. (1) Given the product [CH3:40][N:39]([CH3:41])[CH2:38][CH2:37][CH2:36][C:48]([O:1][CH:2]([CH2:3][CH2:4][CH2:5][CH2:6][CH2:7][C:8]([O:10][CH:11]1[CH2:12][CH2:13][CH2:14][CH2:15][CH2:16]1)=[O:9])[CH2:17][CH2:18][CH2:19][CH2:20][CH2:21][C:22]([O:24][CH:25]1[CH2:26][CH2:27][CH2:28][CH2:29][CH2:30]1)=[O:23])=[O:49], predict the reactants needed to synthesize it. The reactants are: [OH:1][CH:2]([CH2:17][CH2:18][CH2:19][CH2:20][CH2:21][C:22]([O:24][CH:25]1[CH2:30][CH2:29][CH2:28][CH2:27][CH2:26]1)=[O:23])[CH2:3][CH2:4][CH2:5][CH2:6][CH2:7][C:8]([O:10][CH:11]1[CH2:16][CH2:15][CH2:14][CH2:13][CH2:12]1)=[O:9].CCN=C=N[CH2:36][CH2:37][CH2:38][N:39]([CH3:41])[CH3:40].Cl.Cl.CN(C(CC)[C:48](O)=[O:49])C. (2) Given the product [N:16]1([CH2:22][CH2:23][NH:24][C:25]([NH:2][CH2:3][CH2:4][NH:5][C:6](=[O:15])[O:7][CH2:8][C:9]2[CH:10]=[CH:11][CH:12]=[CH:13][CH:14]=2)=[O:26])[CH2:21][CH2:20][CH2:19][CH2:18][CH2:17]1, predict the reactants needed to synthesize it. The reactants are: Cl.[NH2:2][CH2:3][CH2:4][NH:5][C:6](=[O:15])[O:7][CH2:8][C:9]1[CH:14]=[CH:13][CH:12]=[CH:11][CH:10]=1.[N:16]1([CH2:22][CH2:23][NH:24][C:25](N2C=CN=C2)=[O:26])[CH2:21][CH2:20][CH2:19][CH2:18][CH2:17]1. (3) Given the product [C:1]([O:5][C:6]([N:8]1[CH2:20][C@@H:19]([CH3:21])[N:18]2[C@H:10]([CH2:11][C:12]3[C:17]2=[N:16][C:15]([C@H:22]([O:24][CH3:25])[CH3:23])=[CH:14][CH:13]=3)[CH2:9]1)=[O:7])([CH3:2])([CH3:4])[CH3:3], predict the reactants needed to synthesize it. The reactants are: [C:1]([O:5][C:6]([N:8]1[CH2:20][C@@H:19]([CH3:21])[N:18]2[C@H:10]([CH2:11][C:12]3[C:17]2=[N:16][C:15]([C@H:22]([OH:24])[CH3:23])=[CH:14][CH:13]=3)[CH2:9]1)=[O:7])([CH3:4])([CH3:3])[CH3:2].[CH3:25]N(C)C=O.CI.[Cl-].[NH4+].